This data is from Catalyst prediction with 721,799 reactions and 888 catalyst types from USPTO. The task is: Predict which catalyst facilitates the given reaction. (1) Reactant: [Cl:1][C:2]1[CH:3]=[C:4]([CH:9]=[C:10]([Cl:21])[C:11]=1[C:12](=[O:20])[C:13]1[CH:18]=[CH:17][C:16]([Cl:19])=[CH:15][CH:14]=1)[CH2:5][N:6]=[N+:7]=[N-:8].[C:22]([CH2:24][C:25]([NH2:27])=[O:26])#[N:23].C(=O)([O-])[O-].[K+].[K+]. Product: [NH2:23][C:22]1[N:6]([CH2:5][C:4]2[CH:3]=[C:2]([Cl:1])[C:11]([C:12](=[O:20])[C:13]3[CH:18]=[CH:17][C:16]([Cl:19])=[CH:15][CH:14]=3)=[C:10]([Cl:21])[CH:9]=2)[N:7]=[N:8][C:24]=1[C:25]([NH2:27])=[O:26]. The catalyst class is: 10. (2) Reactant: C([O:9][CH2:10][CH2:11][N:12]1[C:20]2[C:19](Cl)=[N:18][CH:17]=[N:16][C:15]=2[CH:14]=[CH:13]1)(=O)C1C=CC=CC=1.[Cl:22][C:23]1[CH:24]=[C:25]([CH:27]=[CH:28][C:29]=1[O:30][C:31]1[CH:36]=[CH:35][CH:34]=[C:33]([S:37]([CH2:40][CH:41]2[CH2:43][CH2:42]2)(=[O:39])=[O:38])[CH:32]=1)[NH2:26].C(O)(C)C.[OH-].[Na+]. Product: [Cl:22][C:23]1[CH:24]=[C:25]([NH:26][C:19]2[C:20]3[N:12]([CH2:11][CH2:10][OH:9])[CH:13]=[CH:14][C:15]=3[N:16]=[CH:17][N:18]=2)[CH:27]=[CH:28][C:29]=1[O:30][C:31]1[CH:36]=[CH:35][CH:34]=[C:33]([S:37]([CH2:40][CH:41]2[CH2:43][CH2:42]2)(=[O:38])=[O:39])[CH:32]=1. The catalyst class is: 60. (3) Reactant: [N+:1]([C:4]1[C:5]([NH:10][CH2:11][C@@H:12]2[CH2:16][CH2:15][N:14](C(OC(C)(C)C)=O)[CH2:13]2)=[N:6][CH:7]=[CH:8][CH:9]=1)([O-:3])=[O:2]. Product: [N+:1]([C:4]1[C:5]([NH:10][CH2:11][C@@H:12]2[CH2:16][CH2:15][NH:14][CH2:13]2)=[N:6][CH:7]=[CH:8][CH:9]=1)([O-:3])=[O:2]. The catalyst class is: 209. (4) Reactant: [NH2:1][CH2:2][CH2:3][C:4]1[N:5]=[C:6]([C:32]2[CH:37]=[CH:36][C:35]([CH3:38])=[CH:34][CH:33]=2)[N:7]([CH:9]([C:13]2[N:22]([CH2:23][C:24]3[CH:29]=[CH:28][CH:27]=[CH:26][CH:25]=3)[C:21](=[O:30])[C:20]3[C:15](=[CH:16][C:17]([Cl:31])=[CH:18][CH:19]=3)[N:14]=2)[CH:10]([CH3:12])[CH3:11])[CH:8]=1.C(=O)([O-])[O-].[K+].[K+].Br[CH2:46][C:47]([O:49][C:50]([CH3:53])([CH3:52])[CH3:51])=[O:48]. Product: [C:50]([O:49][C:47](=[O:48])[CH2:46][NH:1][CH2:2][CH2:3][C:4]1[N:5]=[C:6]([C:32]2[CH:37]=[CH:36][C:35]([CH3:38])=[CH:34][CH:33]=2)[N:7]([CH:9]([C:13]2[N:22]([CH2:23][C:24]3[CH:29]=[CH:28][CH:27]=[CH:26][CH:25]=3)[C:21](=[O:30])[C:20]3[C:15](=[CH:16][C:17]([Cl:31])=[CH:18][CH:19]=3)[N:14]=2)[CH:10]([CH3:12])[CH3:11])[CH:8]=1)([CH3:53])([CH3:52])[CH3:51]. The catalyst class is: 18. (5) Reactant: [Cl:1][C:2]1[CH:9]=[CH:8][C:5]([C:6]#[N:7])=[C:4]([O:10][C:11]2[CH:16]=[CH:15][CH:14]=[C:13]([CH2:17]Cl)[C:12]=2[CH2:19][CH3:20])[CH:3]=1.[NH3:21].[C:22]([OH:29])(=[O:28])/[CH:23]=[CH:24]/[C:25]([OH:27])=[O:26]. Product: [C:22]([OH:29])(=[O:28])/[CH:23]=[CH:24]/[C:25]([OH:27])=[O:26].[NH2:21][CH2:17][C:13]1[C:12]([CH2:19][CH3:20])=[C:11]([CH:16]=[CH:15][CH:14]=1)[O:10][C:4]1[CH:3]=[C:2]([Cl:1])[CH:9]=[CH:8][C:5]=1[C:6]#[N:7].[NH2:21][CH2:17][C:13]1[C:12]([CH2:19][CH3:20])=[C:11]([CH:16]=[CH:15][CH:14]=1)[O:10][C:4]1[CH:3]=[C:2]([Cl:1])[CH:9]=[CH:8][C:5]=1[C:6]#[N:7]. The catalyst class is: 5. (6) Reactant: [Cl:1][C:2]1[C:3](=O)O[C:5]([CH3:9])=[C:6]([Cl:8])[N:7]=1.[C:11]([O:15][CH2:16][CH3:17])(=[O:14])[C:12]#C. Product: [CH2:16]([O:15][C:11](=[O:14])[C:12]1[CH:3]=[C:2]([Cl:1])[N:7]=[C:6]([Cl:8])[C:5]=1[CH3:9])[CH3:17]. The catalyst class is: 11. (7) Reactant: [Cl:1][C:2]1[CH:11]=[CH:10][C:9]2[N:8]=[CH:7][C:6](=[O:12])[N:5]3[CH:13]([CH2:16][N:17]4[CH2:22][CH2:21][CH:20]([N:23]([CH2:31][C:32]5[N:37]=[CH:36][C:35]6[O:38][CH2:39][CH2:40][O:41][C:34]=6[CH:33]=5)C(=O)OC(C)(C)C)[CH2:19][CH2:18]4)[CH2:14][O:15][C:3]=1[C:4]=23.FC1C=NC2C=CC(=O)N3[C@H](CN4CCC(O)C(CNC(=O)OC(C)(C)C)C4)COC=1C=23.FC(F)(F)C(O)=O. Product: [ClH:1].[ClH:1].[Cl:1][C:2]1[CH:11]=[CH:10][C:9]2[N:8]=[CH:7][C:6](=[O:12])[N:5]3[CH:13]([CH2:16][N:17]4[CH2:18][CH2:19][CH:20]([NH:23][CH2:31][C:32]5[N:37]=[CH:36][C:35]6[O:38][CH2:39][CH2:40][O:41][C:34]=6[CH:33]=5)[CH2:21][CH2:22]4)[CH2:14][O:15][C:3]=1[C:4]=23. The catalyst class is: 4. (8) The catalyst class is: 13. Reactant: [C:1](Cl)(=[O:8])[C:2]1[CH:7]=[CH:6][CH:5]=[CH:4][CH:3]=1.[C:10]1([CH:16]([C:51]2[CH:56]=[CH:55][CH:54]=[CH:53][CH:52]=2)[CH2:17][NH:18][C:19]2[N:27]=[C:26]([CH2:28][NH:29][C:30]([NH:32][CH2:33][CH2:34][NH:35][CH:36]([CH3:38])[CH3:37])=[O:31])[N:25]=[C:24]3[C:20]=2[N:21]=[CH:22][N:23]3[C@@H:39]2[O:43][C@H:42]([C:44]([NH:46][CH2:47][CH3:48])=[O:45])[C@@H:41]([OH:49])[C@H:40]2[OH:50])[CH:15]=[CH:14][CH:13]=[CH:12][CH:11]=1.C(N(CC)CC)C. Product: [NH3:18].[C:1]([N:35]([CH:36]([CH3:37])[CH3:38])[CH2:34][CH2:33][NH:32][C:30]([NH:29][CH2:28][C:26]1[N:25]=[C:24]2[C:20]([N:21]=[CH:22][N:23]2[C@@H:39]2[O:43][C@H:42]([C:44]([NH:46][CH2:47][CH3:48])=[O:45])[C@@H:41]([OH:49])[C@H:40]2[OH:50])=[C:19]([NH:18][CH2:17][CH:16]([C:10]2[CH:11]=[CH:12][CH:13]=[CH:14][CH:15]=2)[C:51]2[CH:52]=[CH:53][CH:54]=[CH:55][CH:56]=2)[N:27]=1)=[O:31])(=[O:8])[C:2]1[CH:7]=[CH:6][CH:5]=[CH:4][CH:3]=1. (9) Reactant: [Cl:1][C:2]1[CH:7]=[CH:6][C:5]([CH:8](O)[C:9]2[C:17]3[C:16](=[O:18])[N:15]([CH2:19][CH2:20][CH2:21]OC4CCCCO4)[C:14](=[O:29])[N:13]([CH3:30])[C:12]=3[S:11][C:10]=2[O:31][C:32]2[CH:37]=[CH:36][CH:35]=[C:34]([O:38][C:39]([F:42])([F:41])[F:40])[CH:33]=2)=[CH:4][CH:3]=1.C([SiH](CC)CC)C.[C:51]([OH:57])([C:53]([F:56])([F:55])[F:54])=[O:52]. Product: [Cl:1][C:2]1[CH:3]=[CH:4][C:5]([CH2:8][C:9]2[C:17]3[C:16](=[O:18])[N:15]([CH2:19][CH2:20][CH2:21][O:52][C:51](=[O:57])[C:53]([F:56])([F:55])[F:54])[C:14](=[O:29])[N:13]([CH3:30])[C:12]=3[S:11][C:10]=2[O:31][C:32]2[CH:37]=[CH:36][CH:35]=[C:34]([O:38][C:39]([F:40])([F:41])[F:42])[CH:33]=2)=[CH:6][CH:7]=1. The catalyst class is: 34. (10) Reactant: [CH2:1]([O:3][C:4]([C:6]1([C:9]2[CH:14]=[CH:13][C:12]([C:15]3[CH:20]=[CH:19][C:18]([C:21]4[S:22][C:23]([Cl:29])=[CH:24][C:25]=4C(=O)N)=[CH:17][C:16]=3[N+:30]([O-:32])=[O:31])=[CH:11][CH:10]=2)[CH2:8][CH2:7]1)=[O:5])[CH3:2].[N:33]1[CH:38]=CC=CC=1.FC(F)(F)C(OI(C1C=CC=CC=1)OC(=O)C(F)(F)F)=[O:42].[C:60]1([C@H:66]([OH:68])[CH3:67])[CH:65]=[CH:64][CH:63]=[CH:62][CH:61]=1. Product: [CH2:1]([O:3][C:4]([C:6]1([C:9]2[CH:10]=[CH:11][C:12]([C:15]3[CH:20]=[CH:19][C:18]([C:21]4[S:22][C:23]([Cl:29])=[CH:24][C:25]=4[NH:33][C:38]([O:68][C@@H:66]([C:60]4[CH:65]=[CH:64][CH:63]=[CH:62][CH:61]=4)[CH3:67])=[O:42])=[CH:17][C:16]=3[N+:30]([O-:32])=[O:31])=[CH:13][CH:14]=2)[CH2:8][CH2:7]1)=[O:5])[CH3:2]. The catalyst class is: 11.